Task: Predict the reactants needed to synthesize the given product.. Dataset: Full USPTO retrosynthesis dataset with 1.9M reactions from patents (1976-2016) (1) Given the product [Cl:17][C:14]1[CH:15]=[CH:16][C:11]([N:8]2[CH2:9][CH2:10][N:5]([C:3](=[O:4])[CH2:2][N:27]3[CH:26]([C:20]4[CH:25]=[CH:24][CH:23]=[CH:22][CH:21]=4)[CH2:30][O:29][C:28]3=[O:31])[CH2:6][CH2:7]2)=[CH:12][C:13]=1[O:18][CH3:19], predict the reactants needed to synthesize it. The reactants are: Cl[CH2:2][C:3]([N:5]1[CH2:10][CH2:9][N:8]([C:11]2[CH:16]=[CH:15][C:14]([Cl:17])=[C:13]([O:18][CH3:19])[CH:12]=2)[CH2:7][CH2:6]1)=[O:4].[C:20]1([CH:26]2[CH2:30][O:29][C:28](=[O:31])[NH:27]2)[CH:25]=[CH:24][CH:23]=[CH:22][CH:21]=1.C([O-])([O-])=O.[Cs+].[Cs+]. (2) Given the product [O:34]1[CH:38]=[CH:37][CH:36]=[C:35]1[C:39]([N:24]1[CH2:25][CH2:26][CH:21]([NH:20][S:17]([C:3]2[CH:4]=[C:5]([S:8]([C:11]3[CH:16]=[CH:15][CH:14]=[CH:13][CH:12]=3)(=[O:10])=[O:9])[CH:6]=[CH:7][C:2]=2[CH3:1])(=[O:18])=[O:19])[CH2:22][CH2:23]1)=[O:40], predict the reactants needed to synthesize it. The reactants are: [CH3:1][C:2]1[CH:7]=[CH:6][C:5]([S:8]([C:11]2[CH:16]=[CH:15][CH:14]=[CH:13][CH:12]=2)(=[O:10])=[O:9])=[CH:4][C:3]=1[S:17]([NH:20][CH:21]1[CH2:26][CH2:25][NH:24][CH2:23][CH2:22]1)(=[O:19])=[O:18].CN1CCOCC1.[O:34]1[CH:38]=[CH:37][CH:36]=[C:35]1[C:39](Cl)=[O:40]. (3) Given the product [Cl:1][C:2]1[CH:3]=[CH:4][C:5]([N:18]([CH:36]2[CH2:35][CH2:34][NH:33][CH2:38][CH2:37]2)[CH3:19])=[C:6]([CH:17]=1)[C:7]([NH:9][C:10]1[CH:15]=[CH:14][C:13]([CH3:16])=[CH:12][N:11]=1)=[O:8], predict the reactants needed to synthesize it. The reactants are: [Cl:1][C:2]1[CH:3]=[CH:4][C:5]([NH:18][CH2:19]C2CCNCC2)=[C:6]([CH:17]=1)[C:7]([NH:9][C:10]1[CH:15]=[CH:14][C:13]([CH3:16])=[CH:12][N:11]=1)=[O:8].C([N:33]1[CH2:38][CH2:37][CH:36](C=O)[CH2:35][CH2:34]1)(OC(C)(C)C)=O.NC1C=CC(Cl)=CC=1C(NC1C=CC(C)=CN=1)=O. (4) The reactants are: [Br:1][C:2]1[CH:7]=[CH:6][C:5]([C:8]2([C:11]#[N:12])[CH2:10][CH2:9]2)=[CH:4][CH:3]=1.B.C1COCC1. Given the product [Br:1][C:2]1[CH:3]=[CH:4][C:5]([C:8]2([CH2:11][NH2:12])[CH2:9][CH2:10]2)=[CH:6][CH:7]=1, predict the reactants needed to synthesize it. (5) Given the product [CH2:17]([C:19]1[O:20][C:21]2[C:27]([CH2:28][O:1][C:2]3[CH:7]=[CH:6][C:5]([CH2:8][CH2:9][C:10]([O:12][CH2:13][CH3:14])=[O:11])=[C:4]([CH3:15])[C:3]=3[CH3:16])=[CH:26][C:25]([F:30])=[CH:24][C:22]=2[CH:23]=1)[CH3:18], predict the reactants needed to synthesize it. The reactants are: [OH:1][C:2]1[CH:7]=[CH:6][C:5]([CH2:8][CH2:9][C:10]([O:12][CH2:13][CH3:14])=[O:11])=[C:4]([CH3:15])[C:3]=1[CH3:16].[CH2:17]([C:19]1[O:20][C:21]2[C:27]([CH2:28]O)=[CH:26][C:25]([F:30])=[CH:24][C:22]=2[CH:23]=1)[CH3:18].C1(P(C2C=CC=CC=2)C2C=CC=CC=2)C=CC=CC=1.N(C(OCC)=O)=NC(OCC)=O. (6) Given the product [Br:12][C:8]1[CH:7]=[CH:6][C:4]([NH2:5])=[C:3]([N+:9]([O-:11])=[O:10])[C:2]=1[Cl:1], predict the reactants needed to synthesize it. The reactants are: [Cl:1][C:2]1[C:3]([N+:9]([O-:11])=[O:10])=[C:4]([CH:6]=[CH:7][CH:8]=1)[NH2:5].[Br:12]N1C(=O)CCC1=O.O. (7) Given the product [NH:1]1[C:9]2[C:4](=[CH:5][CH:6]=[CH:7][CH:8]=2)[C:3](/[CH:10]=[C:11]2\[O:12][C:13]3[C:20]([CH2:35][N:32]4[CH2:33][CH2:34][N:29]([C:27]([O:26][C:22]([CH3:25])([CH3:23])[CH3:24])=[O:28])[CH2:30][CH2:31]4)=[C:19]([OH:21])[CH:18]=[CH:17][C:14]=3[C:15]\2=[O:16])=[CH:2]1, predict the reactants needed to synthesize it. The reactants are: [NH:1]1[C:9]2[C:4](=[CH:5][CH:6]=[CH:7][CH:8]=2)[C:3](/[CH:10]=[C:11]2\[O:12][C:13]3[CH:20]=[C:19]([OH:21])[CH:18]=[CH:17][C:14]=3[C:15]\2=[O:16])=[CH:2]1.[C:22]([O:26][C:27]([N:29]1[CH2:34][CH2:33][NH:32][CH2:31][CH2:30]1)=[O:28])([CH3:25])([CH3:24])[CH3:23].[CH2:35]=O. (8) Given the product [C:18]([C:4]1[CH:3]=[C:2]([C:30]2[C:26]([CH3:27])=[N:23][O:60][C:65]=2[CH3:64])[CH:14]=[C:13]2[C:5]=1[C:6]1[CH:7]=[C:8]([NH:47][C:48](=[O:49])[O:59][CH2:58][C:55]3[CH:56]=[CH:57][C:52]([O:51][CH3:50])=[CH:53][CH:54]=3)[CH:9]=[CH:10][C:11]=1[NH:12]2)(=[O:20])[NH2:19], predict the reactants needed to synthesize it. The reactants are: Br[C:2]1[CH:14]=[C:13]2[C:5]([C:6]3[CH:7]=[C:8](C(O)=O)[CH:9]=[CH:10][C:11]=3[NH:12]2)=[C:4]([C:18](=[O:20])[NH2:19])[CH:3]=1.CC[N:23]([CH2:26][CH3:27])CC.P(N=[N+]=[N-])(=O)(OC1C=CC=CC=1)O[C:30]1C=CC=CC=1.[N-:47]=[C:48]=[O:49].[CH3:50][O:51][C:52]1[CH:57]=[CH:56][C:55]([CH2:58][OH:59])=[CH:54][CH:53]=1.[O:60]1[CH2:65][CH2:64]OCC1. (9) Given the product [NH2:8][C:4]1[CH:5]=[CH:6][CH:7]=[C:2]([CH3:1])[C:3]=1[OH:11], predict the reactants needed to synthesize it. The reactants are: [CH3:1][C:2]1[CH:7]=[CH:6][CH:5]=[C:4]([N+:8]([O-])=O)[C:3]=1[OH:11].